This data is from Forward reaction prediction with 1.9M reactions from USPTO patents (1976-2016). The task is: Predict the product of the given reaction. (1) Given the reactants [C:1]1([CH2:7][C:8]#[N:9])[CH:6]=[CH:5][CH:4]=[CH:3][CH:2]=1.CC[O-].[Na+].[C:14](=O)([O:17]C)[O:15][CH3:16], predict the reaction product. The product is: [C:8]([CH:7]([C:1]1[CH:6]=[CH:5][CH:4]=[CH:3][CH:2]=1)[C:14]([O:15][CH3:16])=[O:17])#[N:9]. (2) Given the reactants [F:1][C:2]1[C:3]([OH:21])=[C:4]([CH:15]=[C:16]([N+:18]([O-:20])=[O:19])[CH:17]=1)[CH2:5][N:6]([CH3:14])[C:7](=[O:13])[O:8][C:9]([CH3:12])([CH3:11])[CH3:10].[O:22]1[CH2:26][CH2:25][C@H:24](O)[CH2:23]1.C1C=CC(P(C2C=CC=CC=2)C2C=CC=CC=2)=CC=1.CC(OC(/N=N/C(OC(C)C)=O)=O)C, predict the reaction product. The product is: [F:1][C:2]1[C:3]([O:21][C@@H:24]2[CH2:25][CH2:26][O:22][CH2:23]2)=[C:4]([CH:15]=[C:16]([N+:18]([O-:20])=[O:19])[CH:17]=1)[CH2:5][N:6]([CH3:14])[C:7](=[O:13])[O:8][C:9]([CH3:11])([CH3:12])[CH3:10]. (3) Given the reactants [F:1][C:2]1[CH:3]=[C:4]([C:11](=[O:13])[CH3:12])[CH:5]=[C:6]([F:10])[C:7]=1[O:8]C, predict the reaction product. The product is: [F:1][C:2]1[CH:3]=[C:4]([C:11](=[O:13])[CH3:12])[CH:5]=[C:6]([F:10])[C:7]=1[OH:8]. (4) Given the reactants [Cl:1][C:2]1[CH:7]=[CH:6][C:5]([C:8]2(O)[CH2:11][O:10][CH2:9]2)=[CH:4][C:3]=1[CH3:13].COCCN(S(F)(F)[F:24])CCOC.[NH4+].[Cl-], predict the reaction product. The product is: [Cl:1][C:2]1[CH:7]=[CH:6][C:5]([C:8]2([F:24])[CH2:11][O:10][CH2:9]2)=[CH:4][C:3]=1[CH3:13]. (5) Given the reactants [CH3:1][O:2][C:3]1[CH:8]=[C:7](B(O)O)[C:6]([O:12][CH3:13])=[CH:5][N:4]=1.Br[C:15]1[CH:20]=[C:19]([Cl:21])[CH:18]=[CH:17][C:16]=1[N+:22]([O-:24])=[O:23], predict the reaction product. The product is: [Cl:21][C:19]1[CH:18]=[CH:17][C:16]([N+:22]([O-:24])=[O:23])=[C:15]([C:7]2[C:6]([O:12][CH3:13])=[CH:5][N:4]=[C:3]([O:2][CH3:1])[CH:8]=2)[CH:20]=1.